This data is from Cav3 T-type calcium channel HTS with 100,875 compounds. The task is: Binary Classification. Given a drug SMILES string, predict its activity (active/inactive) in a high-throughput screening assay against a specified biological target. The compound is O1N=C(CC21CC(N(C2)C(=O)/C=C\CC)C(=O)N)c1cc(NC(=O)CC(c2ccccc2)c2ccccc2)ccc1. The result is 0 (inactive).